Task: Predict the product of the given reaction.. Dataset: Forward reaction prediction with 1.9M reactions from USPTO patents (1976-2016) (1) Given the reactants [CH2:1]([O:8][C:9]1[CH:10]=[C:11]2[C:16](=[CH:17][CH:18]=1)[N:15]=[CH:14][C:13]([N+:19]([O-])=O)=[C:12]2[NH:22][CH2:23][CH2:24][CH2:25][CH2:26][CH2:27][S:28][CH3:29])[C:2]1[CH:7]=[CH:6][CH:5]=[CH:4][CH:3]=1.C(OC1C=C2C(C(NCCOC3C=CC=CC=3)=C([N+]([O-])=O)C=N2)=CC=1)C1C=CC=CC=1, predict the reaction product. The product is: [CH2:1]([O:8][C:9]1[CH:10]=[C:11]2[C:16](=[CH:17][CH:18]=1)[N:15]=[CH:14][C:13]([NH2:19])=[C:12]2[NH:22][CH2:23][CH2:24][CH2:25][CH2:26][CH2:27][S:28][CH3:29])[C:2]1[CH:3]=[CH:4][CH:5]=[CH:6][CH:7]=1. (2) Given the reactants [CH:1]1([CH:4]([N:8]2[CH:12]=[C:11]([C:13]3[N:18]4[CH:19]=[CH:20][N:21]=[C:17]4[CH:16]=[C:15]([C:22]4[CH:23]=[N:24][N:25]([CH3:27])[CH:26]=4)[N:14]=3)[CH:10]=[N:9]2)[CH2:5][CH2:6][OH:7])[CH2:3][CH2:2]1.C(N(CC)CC)C.[CH3:35][S:36](O[S:36]([CH3:35])(=[O:38])=[O:37])(=[O:38])=[O:37], predict the reaction product. The product is: [CH3:35][S:36]([O:7][CH2:6][CH2:5][CH:4]([CH:1]1[CH2:3][CH2:2]1)[N:8]1[CH:12]=[C:11]([C:13]2[N:18]3[CH:19]=[CH:20][N:21]=[C:17]3[CH:16]=[C:15]([C:22]3[CH:23]=[N:24][N:25]([CH3:27])[CH:26]=3)[N:14]=2)[CH:10]=[N:9]1)(=[O:38])=[O:37].